Dataset: Catalyst prediction with 721,799 reactions and 888 catalyst types from USPTO. Task: Predict which catalyst facilitates the given reaction. Reactant: Br[C:2]1[CH:3]=[CH:4][C:5]2[O:11][CH2:10][CH2:9][N:8]3[CH:12]=[C:13]([C:15]4[N:19]([CH:20]([CH3:22])[CH3:21])[N:18]=[CH:17][N:16]=4)[N:14]=[C:7]3[C:6]=2[CH:23]=1.[C:24]1(B(O)O)[CH:29]=[CH:28][CH:27]=[CH:26][CH:25]=1.C([O-])([O-])=O.[Cs+].[Cs+].O. Product: [CH:20]([N:19]1[C:15]([C:13]2[N:14]=[C:7]3[C:6]4[CH:23]=[C:2]([C:24]5[CH:29]=[CH:28][CH:27]=[CH:26][CH:25]=5)[CH:3]=[CH:4][C:5]=4[O:11][CH2:10][CH2:9][N:8]3[CH:12]=2)=[N:16][CH:17]=[N:18]1)([CH3:22])[CH3:21]. The catalyst class is: 75.